From a dataset of Full USPTO retrosynthesis dataset with 1.9M reactions from patents (1976-2016). Predict the reactants needed to synthesize the given product. Given the product [NH:25]([C:26]1[N:28]=[C:5]([C:7]2[N:11]([CH3:12])[C:10]([CH3:13])=[N:9][CH:8]=2)[CH:4]=[CH:3][N:27]=1)[C:19]1[CH:24]=[CH:23][CH:22]=[CH:21][CH:20]=1, predict the reactants needed to synthesize it. The reactants are: CN(C)[CH:3]=[CH:4][C:5]([C:7]1[N:11]([CH3:12])[C:10]([CH3:13])=[N:9][CH:8]=1)=O.C(=O)(O)O.[C:19]1([NH:25][C:26]([NH2:28])=[NH:27])[CH:24]=[CH:23][CH:22]=[CH:21][CH:20]=1.